Dataset: Peptide-MHC class I binding affinity with 185,985 pairs from IEDB/IMGT. Task: Regression. Given a peptide amino acid sequence and an MHC pseudo amino acid sequence, predict their binding affinity value. This is MHC class I binding data. (1) The peptide sequence is VTIPQIGGM. The MHC is HLA-A26:02 with pseudo-sequence HLA-A26:02. The binding affinity (normalized) is 1.00. (2) The binding affinity (normalized) is 0.0847. The peptide sequence is APAKKAAAK. The MHC is HLA-B48:01 with pseudo-sequence HLA-B48:01. (3) The peptide sequence is SNSGADVLY. The MHC is HLA-A24:02 with pseudo-sequence HLA-A24:02. The binding affinity (normalized) is 0. (4) The peptide sequence is AGGWVLWKV. The MHC is HLA-A02:12 with pseudo-sequence HLA-A02:12. The binding affinity (normalized) is 0.0847. (5) The MHC is HLA-B40:01 with pseudo-sequence HLA-B40:01. The binding affinity (normalized) is 0.187. The peptide sequence is LETLILLRAFT.